Dataset: Forward reaction prediction with 1.9M reactions from USPTO patents (1976-2016). Task: Predict the product of the given reaction. (1) Given the reactants F[C:2]1[CH:8]=[CH:7][C:6]([C:9]([F:12])([F:11])[F:10])=[CH:5][C:3]=1[NH2:4].SC1SC2C=CC(C(F)(F)F)=CC=2N=1.[Cl:27][C:28]1[S:29]C2C=CC(Cl)=CC=2N=1, predict the reaction product. The product is: [Cl:27][C:28]1[S:29][C:2]2[CH:8]=[CH:7][C:6]([C:9]([F:12])([F:11])[F:10])=[CH:5][C:3]=2[N:4]=1. (2) Given the reactants [N+:1]([C:4]1[O:8][C:7]([C:9]([N:11]2[CH2:16][CH2:15][NH:14][CH2:13][CH2:12]2)=[O:10])=[CH:6][CH:5]=1)([O-:3])=[O:2].[F:17][C:18]1[CH:25]=[CH:24][C:21]([CH:22]=O)=[CH:20][CH:19]=1.CC(O)=O, predict the reaction product. The product is: [F:17][C:18]1[CH:25]=[CH:24][C:21]([CH2:22][N:14]2[CH2:15][CH2:16][N:11]([C:9]([C:7]3[O:8][C:4]([N+:1]([O-:3])=[O:2])=[CH:5][CH:6]=3)=[O:10])[CH2:12][CH2:13]2)=[CH:20][CH:19]=1.